From a dataset of NCI-60 drug combinations with 297,098 pairs across 59 cell lines. Regression. Given two drug SMILES strings and cell line genomic features, predict the synergy score measuring deviation from expected non-interaction effect. (1) Drug 1: C1CN1C2=NC(=NC(=N2)N3CC3)N4CC4. Drug 2: C1CN(P(=O)(OC1)NCCCl)CCCl. Cell line: NCI-H322M. Synergy scores: CSS=-7.16, Synergy_ZIP=3.86, Synergy_Bliss=0.602, Synergy_Loewe=-6.00, Synergy_HSA=-6.06. (2) Drug 1: C1=CC(=CC=C1CCCC(=O)O)N(CCCl)CCCl. Drug 2: CN(CC1=CN=C2C(=N1)C(=NC(=N2)N)N)C3=CC=C(C=C3)C(=O)NC(CCC(=O)O)C(=O)O. Cell line: SK-MEL-5. Synergy scores: CSS=27.2, Synergy_ZIP=-9.68, Synergy_Bliss=0.454, Synergy_Loewe=-6.55, Synergy_HSA=0.731. (3) Drug 1: CC(CN1CC(=O)NC(=O)C1)N2CC(=O)NC(=O)C2. Drug 2: CCC1(C2=C(COC1=O)C(=O)N3CC4=CC5=C(C=CC(=C5CN(C)C)O)N=C4C3=C2)O.Cl. Cell line: BT-549. Synergy scores: CSS=13.8, Synergy_ZIP=-9.93, Synergy_Bliss=-2.94, Synergy_Loewe=-6.12, Synergy_HSA=-1.69.